From a dataset of Tyrosyl-DNA phosphodiesterase HTS with 341,365 compounds. Binary Classification. Given a drug SMILES string, predict its activity (active/inactive) in a high-throughput screening assay against a specified biological target. (1) The drug is s1c2ncnc(OCC(=O)N3CCc4c(C3)cccc4)c2cc1. The result is 0 (inactive). (2) The molecule is OC(=O)Cc1ccc(n2cccc2)cc1. The result is 0 (inactive). (3) The molecule is OC1(C2(C(C3C(C4(C(CC3)CC(OC(=O)CCN(CC)CC)CC4)C)CC2)CC1)C)C. The result is 0 (inactive). (4) The drug is O1C(C(O)C(O)C(O)C1Oc1c(C(=O)CCc2ccc(O)cc2)c(O)cc(O)c1)CO. The result is 0 (inactive). (5) The drug is Fc1cc(C=2CC3N(C(CC3)C2C(OC)=O)C(=O)NCc2occc2)ccc1c1ccccc1. The result is 0 (inactive).